Task: Predict the reactants needed to synthesize the given product.. Dataset: Full USPTO retrosynthesis dataset with 1.9M reactions from patents (1976-2016) (1) Given the product [C:11]([O:10][C:8]([C@@H:5]1[CH2:6][CH2:7][C:2]([F:19])([F:1])[CH2:3][C@H:4]1[C:15]([OH:17])=[O:16])=[O:9])([CH3:14])([CH3:12])[CH3:13], predict the reactants needed to synthesize it. The reactants are: [F:1][C:2]1([F:19])[CH2:7][CH2:6][C@@H:5]([C:8]([O:10][C:11]([CH3:14])([CH3:13])[CH3:12])=[O:9])[C@H:4]([C:15]([O:17]C)=[O:16])[CH2:3]1.CO.O.[OH-].[Li+]. (2) Given the product [ClH:1].[NH2:8][C@@H:9]1[CH2:10][CH2:11][C@H:12]([C:15]([N:16]([CH3:18])[CH3:17])=[O:19])[CH2:13][CH2:14]1, predict the reactants needed to synthesize it. The reactants are: [ClH:1].C(OC(=O)[NH:8][C@H:9]1[CH2:14][CH2:13][C@@H:12]([C:15](=[O:19])[N:16]([CH3:18])[CH3:17])[CH2:11][CH2:10]1)(C)(C)C.